This data is from Catalyst prediction with 721,799 reactions and 888 catalyst types from USPTO. The task is: Predict which catalyst facilitates the given reaction. (1) Reactant: Cl.[C@H:2]12[CH2:8][C@H:5]([NH:6][CH2:7]1)[CH2:4][N:3]2[C:9]1[C:18]2[C:13](=[CH:14][CH:15]=[CH:16][CH:17]=2)[C:12]([C:19]#[N:20])=[CH:11][CH:10]=1.C(N(CC)C(C)C)(C)C.[CH3:30][O:31][CH2:32][C:33](Cl)=[O:34].O. Product: [CH3:30][O:31][CH2:32][C:33]([N:6]1[CH2:7][C@@H:2]2[CH2:8][C@H:5]1[CH2:4][N:3]2[C:9]1[C:18]2[C:13](=[CH:14][CH:15]=[CH:16][CH:17]=2)[C:12]([C:19]#[N:20])=[CH:11][CH:10]=1)=[O:34]. The catalyst class is: 4. (2) The catalyst class is: 97. Reactant: C(O)(=O)C(O)=O.[CH2:7]([NH:9][NH2:10])[CH3:8].C(=O)([O-])O.[Na+].C(=O)C1C=CC=CC=1.C([O:26][CH:27]=[C:28]([C:34](OCC)=O)[C:29]([O:31][CH2:32][CH3:33])=[O:30])C.Cl. Product: [CH2:7]([N:9]1[CH:34]=[C:28]([C:29]([O:31][CH2:32][CH3:33])=[O:30])[C:27]([OH:26])=[N:10]1)[CH3:8]. (3) Reactant: [NH2:1][C:2]1[CH:3]=[C:4]([CH:8]=[CH:9][C:10]=1[F:11])[C:5](O)=[O:6]. Product: [NH2:1][C:2]1[CH:3]=[C:4]([CH:8]=[CH:9][C:10]=1[F:11])[CH2:5][OH:6]. The catalyst class is: 7. (4) Reactant: [NH:1]1[C:9]2[C:4](=[CH:5][CH:6]=[CH:7][CH:8]=2)[CH2:3][C:2]1=[O:10].N1[CH2:16][CH2:15][CH2:14][CH2:13]C1.C1(C=O)CC1. Product: [CH:15]1([CH:16]=[C:3]2[C:4]3[C:9](=[CH:8][CH:7]=[CH:6][CH:5]=3)[NH:1][C:2]2=[O:10])[CH2:13][CH2:14]1. The catalyst class is: 5. (5) Reactant: Br[C:2]1[C:3]([F:9])=[N:4][CH:5]=[C:6]([F:8])[CH:7]=1.C([O-])([O-])=O.[Na+].[Na+].CC1(C)C(C)(C)OB([C:24]2[CH2:25][CH2:26][O:27][CH2:28][CH:29]=2)O1. Product: [O:27]1[CH2:26][CH:25]=[C:24]([C:2]2[C:3]([F:9])=[N:4][CH:5]=[C:6]([F:8])[CH:7]=2)[CH2:29][CH2:28]1. The catalyst class is: 117. (6) Reactant: [NH2:1][C:2]1[C:3]([C:9]([O:11]C)=O)=[N:4][C:5]([F:8])=[CH:6][N:7]=1.[NH3:13]. Product: [NH2:1][C:2]1[C:3]([C:9]([NH2:13])=[O:11])=[N:4][C:5]([F:8])=[CH:6][N:7]=1. The catalyst class is: 5.